From a dataset of Full USPTO retrosynthesis dataset with 1.9M reactions from patents (1976-2016). Predict the reactants needed to synthesize the given product. (1) Given the product [CH3:20][C:19]1[C:11]2[N:10]=[C:31]([C:21]3[C:30]4[C:25](=[CH:26][CH:27]=[CH:28][CH:29]=4)[CH:24]=[CH:23][CH:22]=3)[O:14][C:13](=[O:15])[C:12]=2[CH:16]=[CH:17][CH:18]=1, predict the reactants needed to synthesize it. The reactants are: C(N(C(C)C)CC)(C)C.[NH2:10][C:11]1[C:19]([CH3:20])=[CH:18][CH:17]=[CH:16][C:12]=1[C:13]([OH:15])=[O:14].[C:21]1([C:31](Cl)=O)[C:30]2[C:25](=[CH:26][CH:27]=[CH:28][CH:29]=2)[CH:24]=[CH:23][CH:22]=1.CN(C(ON1N=NC2C=CC=NC1=2)=[N+](C)C)C.F[P-](F)(F)(F)(F)F. (2) Given the product [CH:1]1([CH:7]([NH:25][C:26]2[CH:27]=[CH:28][C:29]([C:30]([N:36]([CH3:35])[CH2:37][CH2:38][C:39]([OH:41])=[O:40])=[O:31])=[CH:33][CH:34]=2)[C:8]2[CH:12]=[C:11]([C:13]3[CH:18]=[CH:17][C:16]([O:19][C:20]([F:22])([F:23])[F:21])=[CH:15][CH:14]=3)[O:10][C:9]=2[CH3:24])[CH2:2][CH2:3][CH2:4][CH2:5][CH2:6]1, predict the reactants needed to synthesize it. The reactants are: [CH:1]1([CH:7]([NH:25][C:26]2[CH:34]=[CH:33][C:29]([C:30](O)=[O:31])=[CH:28][CH:27]=2)[C:8]2[CH:12]=[C:11]([C:13]3[CH:18]=[CH:17][C:16]([O:19][C:20]([F:23])([F:22])[F:21])=[CH:15][CH:14]=3)[O:10][C:9]=2[CH3:24])[CH2:6][CH2:5][CH2:4][CH2:3][CH2:2]1.[CH3:35][NH:36][CH2:37][CH2:38][C:39]([O:41]CC)=[O:40]. (3) Given the product [CH2:32]([O:10][C:9]1[CH:8]=[CH:7][C:6]([C:11]2[O:12][CH:13]=[C:14]([CH2:16][CH2:17][C:18]([C:20]3[CH:25]=[CH:24][CH:23]=[CH:22][C:21]=3[O:26][CH2:27][CH3:28])=[O:19])[N:15]=2)=[CH:5][C:4]=1[O:3][CH:2]([F:1])[F:29])[CH:31]=[CH2:30], predict the reactants needed to synthesize it. The reactants are: [F:1][CH:2]([F:29])[O:3][C:4]1[CH:5]=[C:6]([C:11]2[O:12][CH:13]=[C:14]([CH2:16][CH2:17][C:18]([C:20]3[CH:25]=[CH:24][CH:23]=[CH:22][C:21]=3[O:26][CH2:27][CH3:28])=[O:19])[N:15]=2)[CH:7]=[CH:8][C:9]=1[OH:10].[CH2:30](Br)[CH:31]=[CH2:32]. (4) Given the product [CH:28]1([N:24]2[CH2:23][CH2:22][C:19]3([N:18]=[C:17]([C:14]4[CH:13]=[CH:12][C:11]([O:10][CH2:9][CH2:8][CH2:7][N:3]5[CH2:4][CH2:5][CH2:6][CH:2]5[CH3:1])=[CH:16][CH:15]=4)[O:21][CH2:20]3)[CH2:26][CH2:25]2)[CH2:32][CH2:31][CH2:30][CH2:29]1, predict the reactants needed to synthesize it. The reactants are: [CH3:1][CH:2]1[CH2:6][CH2:5][CH2:4][N:3]1[CH2:7][CH2:8][CH2:9][O:10][C:11]1[CH:16]=[CH:15][C:14]([C:17]2[O:21][CH2:20][C:19]3([CH2:26][CH2:25][NH:24][CH2:23][CH2:22]3)[N:18]=2)=[CH:13][CH:12]=1.Br[CH:28]1[CH2:32][CH2:31][CH2:30][CH2:29]1.C(=O)([O-])[O-].[K+].[K+].[I-].[K+]. (5) The reactants are: [CH3:1][O:2][C:3]1[CH:4]=[C:5]([C:11]2[CH:16]=[CH:15][C:14]([C:17]3[CH:22]=[CH:21][C:20]([O:23][CH3:24])=[C:19]([O:25][CH3:26])[CH:18]=3)=[CH:13][N:12]=2)[CH:6]=[CH:7][C:8]=1[O:9][CH3:10].[Cl-].[NH+]1[CH:33]=[CH:32][CH:31]=[CH:30][CH:29]=1.BrC[CH2:36][CH2:37][CH2:38][CH2:39][CH2:40][CH2:41][CH2:42][CH2:43][CH2:44][CH2:45][CH3:46].C(=O)([O-])[O-].[K+].[K+]. Given the product [CH2:1]([O:2][C:3]1[CH:4]=[C:5]([C:11]2[CH:16]=[CH:15][C:14]([C:17]3[CH:22]=[CH:21][C:20]([O:23][CH2:24][CH2:13][CH2:14][CH2:15][CH2:16][CH2:11][CH2:5][CH2:4][CH2:3][CH2:8][CH2:7][CH3:6])=[C:19]([O:25][CH2:26][CH2:46][CH2:45][CH2:44][CH2:43][CH2:42][CH2:41][CH2:40][CH2:39][CH2:38][CH2:37][CH3:36])[CH:18]=3)=[CH:13][N:12]=2)[CH:6]=[CH:7][C:8]=1[O:9][CH2:10][CH2:46][CH2:45][CH2:44][CH2:43][CH2:42][CH2:41][CH2:40][CH2:39][CH2:38][CH2:37][CH3:36])[CH2:29][CH2:30][CH2:31][CH2:32][CH2:33][CH2:21][CH2:22][CH2:17][CH2:18][CH2:19][CH3:20], predict the reactants needed to synthesize it. (6) Given the product [CH2:7]([OH:6])[CH2:8][CH2:9][CH2:11][CH2:12][CH2:13][CH2:14][CH3:15], predict the reactants needed to synthesize it. The reactants are: C([O:6][CH2:7][CH2:8][CH:9]([CH3:11])C)CC(C)C.[CH3:12][CH:13](C)[CH2:14][CH:15](O)C. (7) Given the product [C:11]([C:10]([C:7]1[CH:8]=[CH:9][C:4]([CH:2]([NH:1][C:27](=[O:28])[CH2:26][N:23]2[C:22]3[C:30]([F:31])=[C:18]([F:17])[CH:19]=[CH:20][C:21]=3[N:25]=[CH:24]2)[CH3:3])=[CH:5][CH:6]=1)([CH2:13][CH3:14])[CH2:15][CH3:16])#[N:12], predict the reactants needed to synthesize it. The reactants are: [NH2:1][CH:2]([C:4]1[CH:9]=[CH:8][C:7]([C:10]([CH2:15][CH3:16])([CH2:13][CH3:14])[C:11]#[N:12])=[CH:6][CH:5]=1)[CH3:3].[F:17][C:18]1[CH:19]=[CH:20][C:21]2[N:25]=[CH:24][N:23]([CH2:26][C:27](O)=[O:28])[C:22]=2[C:30]=1[F:31].CCN(CC)CC.CN(C(ON1N=NC2C=CC=NC1=2)=[N+](C)C)C.F[P-](F)(F)(F)(F)F.[OH-].[Na+]. (8) Given the product [CH2:1]([O:3][C:4]([C:6]1[N:7]([C:18]2[CH:23]=[CH:22][C:21]([O:24][CH:25]([CH3:27])[CH3:26])=[CH:20][CH:19]=2)[C:8]2[C:13]([C:14]=1[CH:15]=[O:16])=[CH:12][C:11]([C:35]1[CH:36]=[CH:37][C:32]([C:28]([CH3:31])([CH3:30])[CH3:29])=[CH:33][CH:34]=1)=[CH:10][CH:9]=2)=[O:5])[CH3:2], predict the reactants needed to synthesize it. The reactants are: [CH2:1]([O:3][C:4]([C:6]1[N:7]([C:18]2[CH:23]=[CH:22][C:21]([O:24][CH:25]([CH3:27])[CH3:26])=[CH:20][CH:19]=2)[C:8]2[C:13]([C:14]=1[CH:15]=[O:16])=[CH:12][C:11](Br)=[CH:10][CH:9]=2)=[O:5])[CH3:2].[C:28]([C:32]1[CH:37]=[CH:36][C:35](B(O)O)=[CH:34][CH:33]=1)([CH3:31])([CH3:30])[CH3:29]. (9) Given the product [Cl:1][C:2]1[CH:7]=[CH:6][C:5]([CH:8]([C:19]2[CH:20]=[CH:21][C:22]([S:25]([CH3:28])(=[O:26])=[O:27])=[CH:23][CH:24]=2)[CH2:9][C:10]([C:12]2[CH:13]=[CH:14][C:15](=[O:18])[N:16]([CH2:31][CH2:32][C:33]([O:35][CH3:36])=[O:34])[CH:17]=2)=[O:11])=[C:4]([CH3:29])[CH:3]=1, predict the reactants needed to synthesize it. The reactants are: [Cl:1][C:2]1[CH:7]=[CH:6][C:5]([CH:8]([C:19]2[CH:24]=[CH:23][C:22]([S:25]([CH3:28])(=[O:27])=[O:26])=[CH:21][CH:20]=2)[CH2:9][C:10]([C:12]2[CH:13]=[CH:14][C:15](=[O:18])[NH:16][CH:17]=2)=[O:11])=[C:4]([CH3:29])[CH:3]=1.Br[CH2:31][CH2:32][C:33]([O:35][CH3:36])=[O:34].C(=O)([O-])[O-].[K+].[K+]. (10) The reactants are: [C:1]1([CH:8]=[CH:7][C:5]([OH:6])=[CH:4][CH:3]=1)[OH:2].Br[CH2:10][CH:11]([CH2:16][CH3:17])[CH2:12][CH2:13][CH2:14][CH3:15].[OH-].[K+]. Given the product [CH2:16]([CH:11]([CH2:12][CH2:13][CH2:14][CH3:15])[CH2:10][O:2][C:1]1[CH:8]=[CH:7][C:5]([O:6][CH2:10][CH:11]([CH2:16][CH3:17])[CH2:12][CH2:13][CH2:14][CH3:15])=[CH:4][CH:3]=1)[CH3:17], predict the reactants needed to synthesize it.